Predict the product of the given reaction. From a dataset of Forward reaction prediction with 1.9M reactions from USPTO patents (1976-2016). Given the reactants [CH3:1][O:2][C:3](/[CH:5]=[CH:6]/[C:7]1[CH:12]=[C:11]([CH3:13])[C:10](/[CH:14]=[CH:15]/[C:16]2[CH:31]=[CH:30][C:19]([C:20]([O:22][CH2:23][C:24]3[CH:29]=[CH:28][CH:27]=[CH:26][CH:25]=3)=[O:21])=[CH:18][C:17]=2[N+:32]([O-])=O)=[C:9]([CH3:35])[CH:8]=1)=[O:4].P(OC)(OC)OC, predict the reaction product. The product is: [CH3:1][O:2][C:3](/[CH:5]=[CH:6]/[C:7]1[CH:12]=[C:11]([CH3:13])[C:10]([C:14]2[NH:32][C:17]3[C:16]([CH:15]=2)=[CH:31][CH:30]=[C:19]([C:20]([O:22][CH2:23][C:24]2[CH:29]=[CH:28][CH:27]=[CH:26][CH:25]=2)=[O:21])[CH:18]=3)=[C:9]([CH3:35])[CH:8]=1)=[O:4].